From a dataset of Peptide-MHC class II binding affinity with 134,281 pairs from IEDB. Regression. Given a peptide amino acid sequence and an MHC pseudo amino acid sequence, predict their binding affinity value. This is MHC class II binding data. (1) The peptide sequence is MNYYGKQENWYSLKK. The MHC is DRB1_0802 with pseudo-sequence DRB1_0802. The binding affinity (normalized) is 0.419. (2) The peptide sequence is GVLACAIATHAKIRD. The MHC is HLA-DQA10301-DQB10302 with pseudo-sequence HLA-DQA10301-DQB10302. The binding affinity (normalized) is 0.287. (3) The peptide sequence is GVADLLSCSHFFKGE. The MHC is DRB1_0101 with pseudo-sequence DRB1_0101. The binding affinity (normalized) is 0.506. (4) The peptide sequence is ATFIVDPDNTIQHVSVNNLN. The MHC is DRB1_1101 with pseudo-sequence DRB1_1101. The binding affinity (normalized) is 0.179. (5) The MHC is DRB5_0101 with pseudo-sequence DRB5_0101. The peptide sequence is KSRFFIWSQEVPLLT. The binding affinity (normalized) is 0.613.